This data is from Full USPTO retrosynthesis dataset with 1.9M reactions from patents (1976-2016). The task is: Predict the reactants needed to synthesize the given product. (1) Given the product [F:1][C:2]([F:14])([F:15])[C:3]1[CH:4]=[C:5]([CH:9]([CH3:13])[CH2:10][CH:11]=[O:12])[CH:6]=[CH:7][CH:8]=1, predict the reactants needed to synthesize it. The reactants are: [F:1][C:2]([F:15])([F:14])[C:3]1[CH:4]=[C:5]([CH:9]([CH3:13])[CH2:10][CH2:11][OH:12])[CH:6]=[CH:7][CH:8]=1.CC(OI1(OC(C)=O)(OC(C)=O)OC(=O)C2C=CC=CC1=2)=O. (2) Given the product [CH3:18][O:17][CH2:15][C:9]1([O:20][C:21]2[CH:22]=[CH:23][C:24]([O:27][C:28]3[CH:33]=[CH:32][C:31]([C:34]4[O:35][CH:36]=[C:37]([C:39]5[CH:40]=[CH:41][C:42]([F:45])=[CH:43][CH:44]=5)[N:38]=4)=[CH:30][CH:29]=3)=[CH:25][CH:26]=2)[C:10](=[O:11])[NH:5][C:3](=[O:4])[NH:2][C:8]1=[O:7], predict the reactants needed to synthesize it. The reactants are: [Na].[NH2:2][C:3]([NH2:5])=[O:4].C[O:7][CH2:8][C:9]([O:20][C:21]1[CH:26]=[CH:25][C:24]([O:27][C:28]2[CH:33]=[CH:32][C:31]([C:34]3[O:35][CH:36]=[C:37]([C:39]4[CH:44]=[CH:43][C:42]([F:45])=[CH:41][CH:40]=4)[N:38]=3)=[CH:30][CH:29]=2)=[CH:23][CH:22]=1)([C:15]([O:17][CH2:18]C)=O)[C:10](OCC)=[O:11].[OH-].[Na+].Cl.